Dataset: Forward reaction prediction with 1.9M reactions from USPTO patents (1976-2016). Task: Predict the product of the given reaction. (1) Given the reactants [Cl-].[NH3+:2][CH2:3][C:4]1[CH:5]=[C:6]([CH2:10][CH:11]([O:17][CH:18]([CH3:20])[CH3:19])[C:12]([O:14]CC)=[O:13])[CH:7]=[CH:8][CH:9]=1.[C:21](=[O:23])=[O:22].C(=O)([O-])[O-].[Cs+].[Cs+].[F:30][C:31]([F:41])([F:40])[C:32]1[CH:33]=[C:34]([CH:37]=[CH:38][CH:39]=1)[CH2:35]Br, predict the reaction product. The product is: [CH:18]([O:17][CH:11]([CH2:10][C:6]1[CH:7]=[CH:8][CH:9]=[C:4]([CH2:3][NH:2][C:21]([O:23][CH2:35][C:34]2[CH:37]=[CH:38][CH:39]=[C:32]([C:31]([F:30])([F:40])[F:41])[CH:33]=2)=[O:22])[CH:5]=1)[C:12]([OH:14])=[O:13])([CH3:19])[CH3:20]. (2) Given the reactants [Si]([O:18][CH:19]1[CH2:22][N:21]([C:23]2[S:24][CH:25]=[C:26]([CH2:28][NH:29][C:30]([C:32]3[O:33][CH:34]=[CH:35][CH:36]=3)=[O:31])[N:27]=2)[CH2:20]1)(C(C)(C)C)(C1C=CC=CC=1)C1C=CC=CC=1.[F-].C([N+](CCCC)(CCCC)CCCC)CCC, predict the reaction product. The product is: [O:33]1[CH:34]=[CH:35][CH:36]=[C:32]1[C:30]([NH:29][CH2:28][C:26]1[N:27]=[C:23]([N:21]2[CH2:20][CH:19]([OH:18])[CH2:22]2)[S:24][CH:25]=1)=[O:31]. (3) Given the reactants I[C:2]1[C:10]2[C:5](=[CH:6][CH:7]=[C:8]([CH:11]=[O:12])[CH:9]=2)[N:4]([CH2:13][O:14][CH2:15][CH2:16][Si:17]([CH3:20])([CH3:19])[CH3:18])[N:3]=1.CC([O-])=O.[Na+].[CH:26]([C:28]1[CH:33]=[CH:32][N:31]=[CH:30][CH:29]=1)=[CH2:27].C(OCC)(=O)C, predict the reaction product. The product is: [N:31]1[CH:32]=[CH:33][C:28](/[CH:26]=[CH:27]/[C:2]2[C:10]3[C:5](=[CH:6][CH:7]=[C:8]([CH:11]=[O:12])[CH:9]=3)[N:4]([CH2:13][O:14][CH2:15][CH2:16][Si:17]([CH3:20])([CH3:19])[CH3:18])[N:3]=2)=[CH:29][CH:30]=1. (4) The product is: [F:11][C:8]1[CH:9]=[CH:10][C:5]([C:3]2[C:17]([C:18]3[CH:23]=[CH:22][CH:21]=[CH:20][CH:19]=3)=[C:24]3[N:25]([CH2:26][CH2:27][CH2:28]3)[CH:2]=2)=[CH:6][CH:7]=1. Given the reactants Br[CH2:2][C:3]([C:5]1[CH:10]=[CH:9][C:8]([F:11])=[CH:7][CH:6]=1)=O.C([O-])(O)=O.[Na+].[CH2:17]([C:24]1[NH:25][CH2:26][CH2:27][CH:28]=1)[C:18]1[CH:23]=[CH:22][CH:21]=[CH:20][CH:19]=1, predict the reaction product. (5) Given the reactants [H-].[Na+].[CH3:3][CH:4]([C:10]([O:12][CH2:13][CH3:14])=[O:11])[C:5]([O:7][CH2:8][CH3:9])=[O:6].[CH:15]([I:18])(I)[I:16].Cl, predict the reaction product. The product is: [I:16][CH:15]([I:18])[C:4]([CH3:3])([C:5]([O:7][CH2:8][CH3:9])=[O:6])[C:10]([O:12][CH2:13][CH3:14])=[O:11]. (6) Given the reactants Cl[C:2]1[N:3]=[N:4][CH:5]=[CH:6][CH:7]=1.ClC1N=[C:13]([O:15]C)[CH:12]=[CH:11]N=1, predict the reaction product. The product is: [N:4]1[CH:5]=[CH:6][CH:7]=[C:2]([C:6]2[CH:7]=[CH:2][C:12]([CH:13]=[O:15])=[CH:11][CH:5]=2)[N:3]=1. (7) Given the reactants [CH3:1][O:2][C:3]1[CH:52]=[CH:51][C:6]([CH2:7][N:8]([CH2:42][C:43]2[CH:48]=[CH:47][C:46]([O:49][CH3:50])=[CH:45][CH:44]=2)[C:9]2[N:14]=[C:13]([CH3:15])[N:12]=[C:11]([C:16]3[CH:17]=[C:18]([C:32]([N:36]4[CH2:41][CH2:40][O:39][CH2:38][CH2:37]4)([CH3:35])[C:33]#N)[CH:19]=[N:20][C:21]=3[NH:22][C:23]3[CH:24]=[N:25][C:26]([O:30][CH3:31])=[C:27]([F:29])[CH:28]=3)[N:10]=2)=[CH:5][CH:4]=1.C[Mg]Br, predict the reaction product. The product is: [F:29][C:27]1[CH:28]=[C:23]([NH:22][C:21]2[C:16]([C:11]3[N:12]=[C:13]([CH3:15])[N:14]=[C:9]([N:8]([CH2:7][C:6]4[CH:51]=[CH:52][C:3]([O:2][CH3:1])=[CH:4][CH:5]=4)[CH2:42][C:43]4[CH:44]=[CH:45][C:46]([O:49][CH3:50])=[CH:47][CH:48]=4)[N:10]=3)=[CH:17][C:18]([C:32]([N:36]3[CH2:41][CH2:40][O:39][CH2:38][CH2:37]3)([CH3:33])[CH3:35])=[CH:19][N:20]=2)[CH:24]=[N:25][C:26]=1[O:30][CH3:31].